Predict which catalyst facilitates the given reaction. From a dataset of Catalyst prediction with 721,799 reactions and 888 catalyst types from USPTO. (1) Reactant: [NH2:1][C:2]1[N:7]=[C:6]([CH2:8][C:9]([N:11]2[C:19]3[C:14](=[CH:15][C:16]([NH:20][C:21]([C:23]4[C:24]([C:29]5[CH:34]=[CH:33][C:32]([C:35]([F:38])([F:37])[F:36])=[CH:31][CH:30]=5)=[CH:25][CH:26]=[CH:27][CH:28]=4)=[O:22])=[CH:17][CH:18]=3)[CH2:13][CH2:12]2)=[O:10])[CH:5]=[CH:4][CH:3]=1.[ClH:39].C(OC(C)C)(C)C. Product: [ClH:39].[NH2:1][C:2]1[N:7]=[C:6]([CH2:8][C:9]([N:11]2[C:19]3[C:14](=[CH:15][C:16]([NH:20][C:21]([C:23]4[C:24]([C:29]5[CH:30]=[CH:31][C:32]([C:35]([F:37])([F:38])[F:36])=[CH:33][CH:34]=5)=[CH:25][CH:26]=[CH:27][CH:28]=4)=[O:22])=[CH:17][CH:18]=3)[CH2:13][CH2:12]2)=[O:10])[CH:5]=[CH:4][CH:3]=1. The catalyst class is: 5. (2) Reactant: [OH:1][C:2]1[CH:3]=[C:4]2[C:9](=[CH:10][C:11]=1[O:12][CH3:13])[N:8]=[C:7]([C:14]1[CH:19]=[CH:18][CH:17]=[C:16]([NH:20][C:21](=[O:29])[CH2:22][N:23]3[CH2:28][CH2:27][O:26][CH2:25][CH2:24]3)[CH:15]=1)[N:6]=[C:5]2[NH:30][C:31]1[CH:32]=[C:33]2[C:37](=[CH:38][CH:39]=1)[N:36]([C:40]([O:42][C:43]([CH3:46])([CH3:45])[CH3:44])=[O:41])[N:35]=[CH:34]2.Br[CH2:48][CH2:49][Cl:50].C([O-])([O-])=O.[K+].[K+]. Product: [Cl:50][CH2:49][CH2:48][O:1][C:2]1[CH:3]=[C:4]2[C:9](=[CH:10][C:11]=1[O:12][CH3:13])[N:8]=[C:7]([C:14]1[CH:19]=[CH:18][CH:17]=[C:16]([NH:20][C:21](=[O:29])[CH2:22][N:23]3[CH2:24][CH2:25][O:26][CH2:27][CH2:28]3)[CH:15]=1)[N:6]=[C:5]2[NH:30][C:31]1[CH:32]=[C:33]2[C:37](=[CH:38][CH:39]=1)[N:36]([C:40]([O:42][C:43]([CH3:46])([CH3:45])[CH3:44])=[O:41])[N:35]=[CH:34]2. The catalyst class is: 18. (3) Reactant: C[O:2][C:3](=[O:49])[CH2:4][C@H:5]([O:41][Si](C(C)(C)C)(C)C)[CH2:6][CH:7](O)[CH2:8][CH2:9][C:10]1[N:11]([CH:37]([CH3:39])[CH3:38])[C:12]([C:28](=[O:36])[NH:29][C:30]2[CH:35]=[CH:34][CH:33]=[CH:32][CH:31]=2)=[C:13]([C:22]2[CH:27]=[CH:26][CH:25]=[CH:24][CH:23]=2)[C:14]=1[C:15]1[CH:20]=[CH:19][C:18]([F:21])=[CH:17][CH:16]=1.F. Product: [C:30]1([NH:29][C:28]([C:12]2[N:11]([CH:37]([CH3:39])[CH3:38])[C:10]([CH2:9][CH2:8][CH:7]3[CH2:6][C@@H:5]([OH:41])[CH2:4][C:3](=[O:2])[O:49]3)=[C:14]([C:15]3[CH:20]=[CH:19][C:18]([F:21])=[CH:17][CH:16]=3)[C:13]=2[C:22]2[CH:27]=[CH:26][CH:25]=[CH:24][CH:23]=2)=[O:36])[CH:35]=[CH:34][CH:33]=[CH:32][CH:31]=1. The catalyst class is: 10. (4) Reactant: Cl[CH2:2][C:3]([NH:5][C:6]1[CH:15]=[C:14]([C:16]2[C:25]3[C:20](=[CH:21][C:22]([O:31][CH2:32][CH3:33])=[C:23]4[O:28][C:27]([CH3:30])([CH3:29])[CH2:26][C:24]4=3)[CH2:19][C:18]([CH3:35])([CH3:34])[N:17]=2)[CH:13]=[CH:12][C:7]=1[C:8]([O:10][CH3:11])=[O:9])=[O:4].[C:36]([O:40][CH2:41]C)(=[O:39])[CH2:37][SH:38].C(=O)([O-])[O-].[K+].[K+]. Product: [CH2:32]([O:31][C:22]1[CH:21]=[C:20]2[C:25](=[C:24]3[CH2:26][C:27]([CH3:30])([CH3:29])[O:28][C:23]=13)[C:16]([C:14]1[CH:13]=[CH:12][C:7]([C:8]([O:10][CH3:11])=[O:9])=[C:6]([NH:5][C:3](=[O:4])[CH2:2][S:38][CH2:37][C:36]([O:40][CH3:41])=[O:39])[CH:15]=1)=[N:17][C:18]([CH3:35])([CH3:34])[CH2:19]2)[CH3:33]. The catalyst class is: 5. (5) Reactant: [Cl:1][C:2]1[C:3]([N:23]2[C:31](=[O:32])[C:30]3[C:25](=[CH:26][CH:27]=[CH:28][CH:29]=3)[C:24]2=[O:33])=[CH:4][C:5]([S:9]([N:12]2[C:18]3[CH:19]=[CH:20][CH:21]=[CH:22][C:17]=3[CH2:16][CH2:15][CH2:14][CH2:13]2)(=[O:11])=[O:10])=[C:6]([OH:8])[CH:7]=1.C(=O)([O-])[O-].[K+].[K+].Br[CH2:41][C:42]([O:44][CH2:45][CH3:46])=[O:43]. Product: [Cl:1][C:2]1[C:3]([N:23]2[C:24](=[O:33])[C:25]3[C:30](=[CH:29][CH:28]=[CH:27][CH:26]=3)[C:31]2=[O:32])=[CH:4][C:5]([S:9]([N:12]2[C:18]3[CH:19]=[CH:20][CH:21]=[CH:22][C:17]=3[CH2:16][CH2:15][CH2:14][CH2:13]2)(=[O:10])=[O:11])=[C:6]([CH:7]=1)[O:8][CH2:41][C:42]([O:44][CH2:45][CH3:46])=[O:43]. The catalyst class is: 42. (6) Reactant: C(OC(=O)[NH:7][C:8]1[CH:13]=[C:12]([N:14]2[CH2:18][CH2:17][CH2:16][CH2:15]2)[C:11]([C:19]([F:22])([F:21])[F:20])=[CH:10][C:9]=1[NH:23][C:24](=[O:47])[CH2:25][C:26](=O)[C:27]1[CH:32]=[CH:31][CH:30]=[C:29]([C:33]2[CH:37]=[C:36]([CH2:38][O:39]C3CCCCO3)[O:35][N:34]=2)[CH:28]=1)(C)(C)C.C(O)(C(F)(F)F)=O. Product: [OH:39][CH2:38][C:36]1[O:35][N:34]=[C:33]([C:29]2[CH:28]=[C:27]([C:26]3[CH2:25][C:24](=[O:47])[NH:23][C:9]4[CH:10]=[C:11]([C:19]([F:21])([F:22])[F:20])[C:12]([N:14]5[CH2:15][CH2:16][CH2:17][CH2:18]5)=[CH:13][C:8]=4[N:7]=3)[CH:32]=[CH:31][CH:30]=2)[CH:37]=1. The catalyst class is: 2.